From a dataset of Reaction yield outcomes from USPTO patents with 853,638 reactions. Predict the reaction yield, written as a fraction of the theoretical maximum amount of product (1.0 means a 100% yield; for example, 0.34 means a 34% yield). (1) The yield is 0.400. The catalyst is O1CCCC1. The reactants are C([O:3][C:4]([C:6]1[CH:7]=[C:8]2[C:13](=[CH:14][CH:15]=1)[NH:12][CH:11]([C:16]1[CH:21]=[C:20]([F:22])[CH:19]=[CH:18][C:17]=1[CH3:23])[C:10]([CH3:25])([CH3:24])[CH2:9]2)=[O:5])C.O.[OH-].[Li+].O.Cl. The product is [F:22][C:20]1[CH:19]=[CH:18][C:17]([CH3:23])=[C:16]([CH:11]2[C:10]([CH3:24])([CH3:25])[CH2:9][C:8]3[C:13](=[CH:14][CH:15]=[C:6]([C:4]([OH:5])=[O:3])[CH:7]=3)[NH:12]2)[CH:21]=1. (2) The reactants are [CH3:1][O:2][C:3]1[CH:4]=[C:5]([CH:7]=[C:8]([C:10]([F:13])([F:12])[F:11])[CH:9]=1)[NH2:6].N1C=CC=CC=1.Cl[C:21](OC1C=CC=CC=1)=[O:22].[Cl:30][C:31]1[CH:37]=[C:36]([O:38][C:39]2[C:40]3[N:47]([CH3:48])[CH:46]=[CH:45][C:41]=3[N:42]=[CH:43][N:44]=2)[CH:35]=[CH:34][C:32]=1[NH2:33]. The catalyst is CN1CCCC1=O. The product is [Cl:30][C:31]1[CH:37]=[C:36]([O:38][C:39]2[C:40]3[N:47]([CH3:48])[CH:46]=[CH:45][C:41]=3[N:42]=[CH:43][N:44]=2)[CH:35]=[CH:34][C:32]=1[NH:33][C:21]([NH:6][C:5]1[CH:7]=[C:8]([C:10]([F:11])([F:12])[F:13])[CH:9]=[C:3]([O:2][CH3:1])[CH:4]=1)=[O:22]. The yield is 0.210. (3) The reactants are [CH:1]([C:4]1[CH:9]=[C:8]([CH:10]([CH3:12])[CH3:11])[C:7]([S:13]([C:16]2[CH:21]=[CH:20][CH:19]=[CH:18][CH:17]=2)(=[O:15])=[O:14])=[CH:6][C:5]=1[S:22](Cl)(=[O:24])=[O:23])([CH3:3])[CH3:2].[N:26]1([CH2:31][CH2:32][CH2:33][NH2:34])[CH:30]=[CH:29][N:28]=[CH:27]1. No catalyst specified. The product is [N:26]1([CH2:31][CH2:32][CH2:33][NH:34][S:22]([C:5]2[CH:6]=[C:7]([S:13]([C:16]3[CH:21]=[CH:20][CH:19]=[CH:18][CH:17]=3)(=[O:15])=[O:14])[C:8]([CH:10]([CH3:12])[CH3:11])=[CH:9][C:4]=2[CH:1]([CH3:3])[CH3:2])(=[O:24])=[O:23])[CH:30]=[CH:29][N:28]=[CH:27]1. The yield is 0.270. (4) The reactants are [CH2:1]([C:3]1[CH:11]=[C:10]2[C:6]([CH2:7][C:8](=[O:14])[N:9]2OC)=[CH:5][CH:4]=1)[CH3:2]. The catalyst is CO.[Pd]. The product is [CH2:1]([C:3]1[CH:11]=[C:10]2[C:6]([CH2:7][C:8](=[O:14])[NH:9]2)=[CH:5][CH:4]=1)[CH3:2]. The yield is 0.640. (5) The reactants are [H-].[Na+].[CH2:3]([OH:6])[CH2:4][OH:5].[Cl:7][C:8]1[C:9]([CH3:36])=[C:10]([C:29]2[CH:30]=[N:31][C:32](F)=[CH:33][CH:34]=2)[C:11]([O:27][CH3:28])=[C:12]([CH:14]([N:16]2[C:20]3=[N:21][CH:22]=[N:23][C:24]([NH2:25])=[C:19]3[C:18]([CH3:26])=[N:17]2)[CH3:15])[CH:13]=1. No catalyst specified. The product is [NH2:25][C:24]1[N:23]=[CH:22][N:21]=[C:20]2[N:16]([CH:14]([C:12]3[C:11]([O:27][CH3:28])=[C:10]([C:29]4[CH:34]=[CH:33][C:32]([O:5][CH2:4][CH2:3][OH:6])=[N:31][CH:30]=4)[C:9]([CH3:36])=[C:8]([Cl:7])[CH:13]=3)[CH3:15])[N:17]=[C:18]([CH3:26])[C:19]=12. The yield is 0.170. (6) The reactants are [NH2:1][N:2]1[CH:6]=[CH:5][N:4]=[C:3]1[C:7]([O:9]CC)=O.C(O)(=O)C.[CH:16](N)=[NH:17]. The catalyst is CCO. The product is [CH:5]1[N:4]=[C:3]2[C:7]([N:17]=[CH:16][NH:1][N:2]2[CH:6]=1)=[O:9]. The yield is 0.502. (7) The reactants are [NH2:1][C:2]1[N:7]=[CH:6][N:5]=[C:4]([N:8]2[CH2:13][CH2:12][CH:11]([C:14]3[N:15]([CH2:30][CH2:31]OS(C)(=O)=O)[CH:16]=[C:17]([C:19]4[CH:24]=[CH:23][C:22]([F:25])=[C:21]([C:26]([F:29])([F:28])[F:27])[CH:20]=4)[N:18]=3)[CH2:10][CH2:9]2)[C:3]=1[C:37]#[N:38].[CH:39]1([CH2:42][NH2:43])[CH2:41][CH2:40]1. No catalyst specified. The product is [NH2:1][C:2]1[C:3]([C:37]#[N:38])=[C:4]([N:8]2[CH2:13][CH2:12][CH:11]([C:14]3[N:15]([CH2:30][CH2:31][NH:43][CH2:42][CH:39]4[CH2:41][CH2:40]4)[CH:16]=[C:17]([C:19]4[CH:24]=[CH:23][C:22]([F:25])=[C:21]([C:26]([F:29])([F:28])[F:27])[CH:20]=4)[N:18]=3)[CH2:10][CH2:9]2)[N:5]=[CH:6][N:7]=1. The yield is 0.403. (8) The reactants are [C:1]1([CH2:9]Br)[C:2]([CH2:7]Br)=[CH:3][CH:4]=[CH:5][CH:6]=1.C([N:13](CC)CC)C.C(O)(=O)[CH2:19][C:20]([CH2:25]C(O)=O)([C:22](O)=O)[OH:21].[CH3:31][N:32]1CCC[C:33]1=[O:37]. No catalyst specified. The product is [CH2:7]1[C:2]2[C:1](=[CH:6][CH:5]=[CH:4][CH:3]=2)[CH2:9][N:13]1[N:32]([CH3:31])[C:33](=[O:37])[O:21][C:20]([CH3:19])([CH3:22])[CH3:25]. The yield is 0.840. (9) The reactants are [OH:1]/[N:2]=[C:3]1\[CH2:4][C:5]2([O:18][C:19]3[C:24]\1=[CH:23][CH:22]=[CH:21][CH:20]=3)[CH2:10][CH2:9][N:8]([C:11]([O:13][C:14]([CH3:17])([CH3:16])[CH3:15])=[O:12])[CH2:7][CH2:6]2.[CH3:25][C:26]1[CH:31]=[CH:30][C:29]([S:32](Cl)(=[O:34])=[O:33])=[CH:28][CH:27]=1. The catalyst is N1C=CC=CC=1. The product is [S:32]([O:1]/[N:2]=[C:3]1\[CH2:4][C:5]2([O:18][C:19]3[C:24]\1=[CH:23][CH:22]=[CH:21][CH:20]=3)[CH2:10][CH2:9][N:8]([C:11]([O:13][C:14]([CH3:17])([CH3:16])[CH3:15])=[O:12])[CH2:7][CH2:6]2)([C:29]1[CH:30]=[CH:31][C:26]([CH3:25])=[CH:27][CH:28]=1)(=[O:34])=[O:33]. The yield is 0.810.